This data is from Catalyst prediction with 721,799 reactions and 888 catalyst types from USPTO. The task is: Predict which catalyst facilitates the given reaction. (1) Reactant: O=C1C2C(=CC=CC=2)C(=O)[N:3]1[C@@H:12]1[CH2:16][O:15][CH2:14][C@@H:13]1[NH:17][C:18](=[O:24])[O:19][C:20]([CH3:23])([CH3:22])[CH3:21].O.NN. Product: [NH2:3][C@@H:12]1[CH2:16][O:15][CH2:14][C@@H:13]1[NH:17][C:18](=[O:24])[O:19][C:20]([CH3:22])([CH3:21])[CH3:23]. The catalyst class is: 8. (2) Reactant: [CH2:1]([O:3][C:4](=[O:22])[C:5]1[CH:10]=[C:9]([O:11][CH2:12][CH2:13][O:14][CH3:15])[C:8]([O:16][CH2:17][CH2:18][O:19][CH3:20])=[CH:7][C:6]=1[NH2:21])[CH3:2].N1C=CC=CC=1.[Cl:29][CH2:30][C:31]1[CH:32]=[C:33]([CH:37]=[CH:38][CH:39]=1)[C:34](O)=[O:35]. Product: [CH2:1]([O:3][C:4](=[O:22])[C:5]1[CH:10]=[C:9]([O:11][CH2:12][CH2:13][O:14][CH3:15])[C:8]([O:16][CH2:17][CH2:18][O:19][CH3:20])=[CH:7][C:6]=1[NH:21][C:34](=[O:35])[C:33]1[CH:37]=[CH:38][CH:39]=[C:31]([CH2:30][Cl:29])[CH:32]=1)[CH3:2]. The catalyst class is: 2. (3) Product: [F:1][C:2]1[CH:7]=[CH:6][C:5]([CH2:8][CH2:9][N:10]([CH3:21])[S:11]([C:14]2[CH:18]=[C:17]([Cl:19])[S:16][CH:15]=2)(=[O:13])=[O:12])=[CH:4][CH:3]=1. The catalyst class is: 30. Reactant: [F:1][C:2]1[CH:7]=[CH:6][C:5]([CH2:8][CH2:9][N:10]([CH3:21])[S:11]([C:14]2[CH:18]=[C:17]([Cl:19])[S:16][C:15]=2Cl)(=[O:13])=[O:12])=[CH:4][CH:3]=1.[Cl-].[NH4+]. (4) Reactant: [Br:1][C:2]1[CH:7]=[CH:6][CH:5]=[C:4](I)[CH:3]=1.[CH2:9]([OH:13])[CH2:10][C:11]#[CH:12]. Product: [Br:1][C:2]1[CH:3]=[C:4]([C:12]#[C:11][CH2:10][CH2:9][OH:13])[CH:5]=[CH:6][CH:7]=1. The catalyst class is: 556. (5) Reactant: [CH3:1][O:2][C:3]1[CH:18]=[CH:17][C:6]([CH:7](O)[C:8]2[CH:13]=[CH:12][C:11]([O:14][CH3:15])=[CH:10][CH:9]=2)=[CH:5][CH:4]=1.S(Cl)(Cl)=O.[C-:23]#[N:24].[K+].C1OCCOCCOCCOCCOCCOC1. Product: [CH3:1][O:2][C:3]1[CH:18]=[CH:17][C:6]([CH:7]([C:8]2[CH:13]=[CH:12][C:11]([O:14][CH3:15])=[CH:10][CH:9]=2)[C:23]#[N:24])=[CH:5][CH:4]=1. The catalyst class is: 34. (6) Reactant: [CH:1]1([OH:9])[CH2:8][CH2:7][CH2:6][CH2:5][CH2:4][CH:3]=[CH:2]1.[H-].[Na+].[CH2:12](Br)[C:13]1[CH:18]=[CH:17][CH:16]=[CH:15][CH:14]=1.C(OCC1C=CC=CC=1)C1C=CC=CC=1. Product: [CH2:12]([O:9][CH:1]1[CH2:8][CH2:7][CH2:6][CH2:5][CH2:4][CH:3]=[CH:2]1)[C:13]1[CH:18]=[CH:17][CH:16]=[CH:15][CH:14]=1. The catalyst class is: 20.